From a dataset of Forward reaction prediction with 1.9M reactions from USPTO patents (1976-2016). Predict the product of the given reaction. (1) Given the reactants [CH2:1]([C:8]1[CH:9]=[N:10][C:11]2[C:16]([C:17]=1[C:18]1[CH:19]=[C:20]([NH2:24])[CH:21]=[CH:22][CH:23]=1)=[CH:15][CH:14]=[CH:13][C:12]=2[C:25]([F:28])([F:27])[F:26])[C:2]1[CH:7]=[CH:6][CH:5]=[CH:4][CH:3]=1.[Cl:29][C:30]1[CH:31]=[C:32]([CH:35]=[CH:36][C:37]=1[O:38][CH3:39])[CH:33]=O, predict the reaction product. The product is: [CH2:1]([C:8]1[CH:9]=[N:10][C:11]2[C:16]([C:17]=1[C:18]1[CH:19]=[C:20]([NH:24][CH2:33][C:32]3[CH:35]=[CH:36][C:37]([O:38][CH3:39])=[C:30]([Cl:29])[CH:31]=3)[CH:21]=[CH:22][CH:23]=1)=[CH:15][CH:14]=[CH:13][C:12]=2[C:25]([F:28])([F:26])[F:27])[C:2]1[CH:3]=[CH:4][CH:5]=[CH:6][CH:7]=1. (2) Given the reactants C(OC(=O)[NH:7][C:8]1[CH:13]=[C:12]([O:14][CH2:15][CH2:16][CH3:17])[C:11]([C:18]([F:21])([F:20])[F:19])=[CH:10][C:9]=1[NH:22][C:23](=[O:39])[CH2:24][C:25](=O)[C:26]1[CH:31]=[CH:30][CH:29]=[C:28]([C:32]2[CH:33]=[N:34][CH:35]=[CH:36][CH:37]=2)[CH:27]=1)(C)(C)C.C(O)(C(F)(F)F)=O, predict the reaction product. The product is: [CH2:15]([O:14][C:12]1[C:11]([C:18]([F:21])([F:20])[F:19])=[CH:10][C:9]2[NH:22][C:23](=[O:39])[CH2:24][C:25]([C:26]3[CH:31]=[CH:30][CH:29]=[C:28]([C:32]4[CH:33]=[N:34][CH:35]=[CH:36][CH:37]=4)[CH:27]=3)=[N:7][C:8]=2[CH:13]=1)[CH2:16][CH3:17].